Dataset: NCI-60 drug combinations with 297,098 pairs across 59 cell lines. Task: Regression. Given two drug SMILES strings and cell line genomic features, predict the synergy score measuring deviation from expected non-interaction effect. Drug 1: CCC1(CC2CC(C3=C(CCN(C2)C1)C4=CC=CC=C4N3)(C5=C(C=C6C(=C5)C78CCN9C7C(C=CC9)(C(C(C8N6C)(C(=O)OC)O)OC(=O)C)CC)OC)C(=O)OC)O.OS(=O)(=O)O. Drug 2: C1=NNC2=C1C(=O)NC=N2. Cell line: SF-295. Synergy scores: CSS=-2.13, Synergy_ZIP=1.65, Synergy_Bliss=0.302, Synergy_Loewe=-3.29, Synergy_HSA=-3.27.